Task: Predict which catalyst facilitates the given reaction.. Dataset: Catalyst prediction with 721,799 reactions and 888 catalyst types from USPTO (1) Reactant: C(=O)([O-])[O-].[K+].[K+].Br[CH:8]([OH:10])[CH3:9].[CH:11]([O:14][C:15]([N:17]1[C:30]2[C:22](=[CH:23][C:24]3[CH2:25][CH2:26][CH2:27][C:28]=3[CH:29]=2)[C@@H:21]([N:31]([CH2:37][C:38]2[CH:43]=[C:42]([C:44]([F:47])([F:46])[F:45])[CH:41]=[C:40]([C:48]([F:51])([F:50])[F:49])[CH:39]=2)[C:32]2[N:33]=[N:34][NH:35][N:36]=2)[CH2:20][CH2:19][CH2:18]1)=[O:16])([CH3:13])[CH3:12].Cl. Product: [CH:11]([O:14][C:15]([N:17]1[C:30]2[C:22](=[CH:23][C:24]3[CH2:25][CH2:26][CH2:27][C:28]=3[CH:29]=2)[C@@H:21]([N:31]([CH2:37][C:38]2[CH:39]=[C:40]([C:48]([F:49])([F:50])[F:51])[CH:41]=[C:42]([C:44]([F:45])([F:46])[F:47])[CH:43]=2)[C:32]2[N:33]=[N:34][N:35]([CH2:9][CH2:8][OH:10])[N:36]=2)[CH2:20][CH2:19][CH2:18]1)=[O:16])([CH3:13])[CH3:12]. The catalyst class is: 9. (2) Reactant: [C:1]([O:5][C:6]([NH:8][C@H:9]1[C@@:14]([OH:16])([CH3:15])[C@@H:13]([CH3:17])[O:12][C@@H:11]([C:18]2[CH:23]=[CH:22][N:21]=[CH:20][C:19]=2[NH:24][C:25]([C:27]2[N:32]=[C:31]([C:33]3[C:41]([F:42])=[CH:40][C:36]([C:37](O)=[O:38])=[CH:35][C:34]=3[F:43])[C:30]([F:44])=[CH:29][CH:28]=2)=[O:26])[CH2:10]1)=[O:7])([CH3:4])([CH3:3])[CH3:2].Cl.CN.[CH2:48]([N:50](C(C)C)C(C)C)C.N1C2C(=NC=CC=2)N(O)N=1.Cl.C(N=C=NCCCN(C)C)C. Product: [F:43][C:34]1[CH:35]=[C:36]([C:37](=[O:38])[NH:50][CH3:48])[CH:40]=[C:41]([F:42])[C:33]=1[C:31]1[N:32]=[C:27]([C:25]([NH:24][C:19]2[CH:20]=[N:21][CH:22]=[CH:23][C:18]=2[C@@H:11]2[O:12][C@H:13]([CH3:17])[C@:14]([OH:16])([CH3:15])[C@H:9]([NH:8][C:6](=[O:7])[O:5][C:1]([CH3:3])([CH3:2])[CH3:4])[CH2:10]2)=[O:26])[CH:28]=[CH:29][C:30]=1[F:44]. The catalyst class is: 3. (3) Reactant: [S:1]([O:8]S(C(F)(F)F)(=O)=O)([C:4]([F:7])([F:6])[F:5])(=[O:3])=[O:2].[CH2:16]([N:23]1[C:27]2=[C:28]([N+:35]([O-:37])=[O:36])[C:29](O)=[C:30]([CH3:33])[C:31](=[O:32])[N:26]2[CH2:25][CH2:24]1)[C:17]1[CH:22]=[CH:21][CH:20]=[CH:19][CH:18]=1.C(OCC)(=O)C. Product: [CH2:16]([N:23]1[C:27]2=[C:28]([N+:35]([O-:37])=[O:36])[C:29]([O:8][S:1]([C:4]([F:7])([F:6])[F:5])(=[O:3])=[O:2])=[C:30]([CH3:33])[C:31](=[O:32])[N:26]2[CH2:25][CH2:24]1)[C:17]1[CH:18]=[CH:19][CH:20]=[CH:21][CH:22]=1. The catalyst class is: 2. (4) Reactant: [Cl:1][C:2]1[C:7]([O:8][CH3:9])=[CH:6][C:5]([O:10][CH3:11])=[C:4]([Cl:12])[C:3]=1[C:13]1[C:22]2[N:21]=[CH:20][CH:19]=[N:18][C:17]=2[C:16]([C:23](O)=[O:24])=[CH:15][CH:14]=1.[CH3:26][Si:27]([CH3:39])([CH3:38])[CH2:28][CH2:29][O:30][CH2:31][N:32]1[CH:36]=[CH:35][N:34]=[C:33]1[NH2:37].CN(C(ON1N=NC2C=CC=CC1=2)=[N+](C)C)C.[B-](F)(F)(F)F.CCN(C(C)C)C(C)C. Product: [CH3:26][Si:27]([CH3:39])([CH3:38])[CH2:28][CH2:29][O:30][CH2:31][N:32]1[CH:36]=[CH:35][N:34]=[C:33]1[NH:37][C:23]([C:16]1[C:17]2[N:18]=[CH:19][CH:20]=[N:21][C:22]=2[C:13]([C:3]2[C:4]([Cl:12])=[C:5]([O:10][CH3:11])[CH:6]=[C:7]([O:8][CH3:9])[C:2]=2[Cl:1])=[CH:14][CH:15]=1)=[O:24]. The catalyst class is: 173. (5) Reactant: [Cl:1][C:2]1[O:11][C:5]2=[C:6]([NH2:10])[N:7]=[CH:8][CH:9]=[C:4]2[C:3]=1[CH3:12].[I:13]N1C(=O)CCC1=O. Product: [Cl:1][C:2]1[O:11][C:5]2=[C:6]([NH2:10])[N:7]=[CH:8][C:9]([I:13])=[C:4]2[C:3]=1[CH3:12]. The catalyst class is: 23. (6) Reactant: [C:1]([O:5][C:6]([N:8]1[CH2:13][CH2:12][CH:11]([N:14]([C:22](=[O:25])[CH:23]=[CH2:24])[CH2:15][C:16]2[CH:21]=[CH:20][CH:19]=[CH:18][CH:17]=2)[CH2:10][CH2:9]1)=[O:7])([CH3:4])([CH3:3])[CH3:2].CO[CH2:28][N:29]([CH2:35][C:36]1[CH:41]=[CH:40][CH:39]=[CH:38][CH:37]=1)C[Si](C)(C)C.F[C:43](F)(F)C(O)=O. Product: [C:1]([O:5][C:6]([N:8]1[CH2:9][CH2:10][CH:11]([N:14]([CH2:15][C:16]2[CH:17]=[CH:18][CH:19]=[CH:20][CH:21]=2)[C:22]([CH:23]2[CH2:43][CH2:28][N:29]([CH2:35][C:36]3[CH:41]=[CH:40][CH:39]=[CH:38][CH:37]=3)[CH2:24]2)=[O:25])[CH2:12][CH2:13]1)=[O:7])([CH3:4])([CH3:3])[CH3:2]. The catalyst class is: 4. (7) Reactant: [NH2:1][C@@H:2]([CH2:6][C:7]1[CH:12]=[CH:11][C:10]([C:13]2[C:14](=[O:22])[N:15]([CH3:21])[N:16]=[CH:17][C:18]=2[O:19][CH3:20])=[CH:9][CH:8]=1)[C:3]([OH:5])=[O:4].[Cl:23][C:24]1[CH:32]=[C:31]([S:33]([CH3:36])(=[O:35])=[O:34])[CH:30]=[CH:29][C:25]=1[C:26](Cl)=[O:27]. Product: [Cl:23][C:24]1[CH:32]=[C:31]([S:33]([CH3:36])(=[O:35])=[O:34])[CH:30]=[CH:29][C:25]=1[C:26]([NH:1][C@@H:2]([CH2:6][C:7]1[CH:8]=[CH:9][C:10]([C:13]2[C:14](=[O:22])[N:15]([CH3:21])[N:16]=[CH:17][C:18]=2[O:19][CH3:20])=[CH:11][CH:12]=1)[C:3]([OH:5])=[O:4])=[O:27]. The catalyst class is: 10.